This data is from Reaction yield outcomes from USPTO patents with 853,638 reactions. The task is: Predict the reaction yield, written as a fraction of the theoretical maximum amount of product (1.0 means a 100% yield; for example, 0.34 means a 34% yield). The reactants are F[C:2]1[CH:7]=[CH:6][C:5]([C:8]2[O:9][C:10]3[CH:16]=[CH:15][CH:14]=[CH:13][C:11]=3[N:12]=2)=[CH:4][C:3]=1[N+:17]([O-])=O.C(=O)([O-])O.[Na+].[F:25][C:26]1[CH:32]=[CH:31][C:29]([NH2:30])=[CH:28][CH:27]=1.[H][H]. The catalyst is C(O)C.[C].[Pd].O1CCCC1.O. The product is [F:25][C:26]1[CH:32]=[CH:31][C:29]([NH:30][C:2]2[CH:7]=[CH:6][C:5]([C:8]3[O:9][C:10]4[CH:16]=[CH:15][CH:14]=[CH:13][C:11]=4[N:12]=3)=[CH:4][C:3]=2[NH2:17])=[CH:28][CH:27]=1. The yield is 0.110.